This data is from Forward reaction prediction with 1.9M reactions from USPTO patents (1976-2016). The task is: Predict the product of the given reaction. (1) Given the reactants [F:1][C:2]([F:13])([F:12])[C@H:3]1[CH2:8][CH2:7][C@H:6]([C:9](Cl)=[O:10])[CH2:5][CH2:4]1.[NH3:14], predict the reaction product. The product is: [F:1][C:2]([F:13])([F:12])[C@H:3]1[CH2:8][CH2:7][C@H:6]([C:9]([NH2:14])=[O:10])[CH2:5][CH2:4]1. (2) Given the reactants N(C(OCC)=O)=NC(OCC)=O.[C:13]1(P([C:13]2[CH:18]=CC=[CH:15][CH:14]=2)[C:13]2[CH:18]=CC=[CH:15][CH:14]=2)[CH:18]=CC=[CH:15][CH:14]=1.[C:32]1(=[O:42])[NH:36][C:35](=[O:37])[C:34]2=[CH:38][CH:39]=[CH:40][CH:41]=[C:33]12.CO, predict the reaction product. The product is: [CH2:15]([N:36]1[C:32](=[O:42])[C:33]2[C:34](=[CH:38][CH:39]=[CH:40][CH:41]=2)[C:35]1=[O:37])[CH2:14][C:13]#[CH:18].